Dataset: Forward reaction prediction with 1.9M reactions from USPTO patents (1976-2016). Task: Predict the product of the given reaction. (1) Given the reactants C([N:3](CC)CC)C.[NH2:8][CH2:9][CH2:10][C:11]1[CH:42]=[CH:41][C:14]([O:15][CH2:16][CH2:17][C:18]2[CH:23]=[CH:22][C:21]([OH:24])=[C:20]([C@@H:25]([C:35]3[CH:40]=[CH:39][CH:38]=[CH:37][CH:36]=3)[CH2:26][CH2:27][N:28]([CH:32]([CH3:34])[CH3:33])[CH:29]([CH3:31])[CH3:30])[CH:19]=2)=[CH:13][CH:12]=1.O.[Cl:44][C:45]1[CH:53]=[C:52]([OH:54])[CH:51]=[CH:50][C:46]=1[C:47](O)=[O:48].Cl.CN(C)CCCN=C=NCC, predict the reaction product. The product is: [NH3:3].[Cl:44][C:45]1[CH:53]=[C:52]([OH:54])[CH:51]=[CH:50][C:46]=1[C:47]([NH:8][CH2:9][CH2:10][C:11]1[CH:12]=[CH:13][C:14]([O:15][CH2:16][CH2:17][C:18]2[CH:23]=[CH:22][C:21]([OH:24])=[C:20]([C@@H:25]([C:35]3[CH:36]=[CH:37][CH:38]=[CH:39][CH:40]=3)[CH2:26][CH2:27][N:28]([CH:32]([CH3:33])[CH3:34])[CH:29]([CH3:31])[CH3:30])[CH:19]=2)=[CH:41][CH:42]=1)=[O:48]. (2) Given the reactants [CH2:1]([O:3][C:4]([C:6]1[CH:7]=[C:8]([O:20][CH2:21][CH2:22][CH2:23][C:24]([O:26][CH3:27])=[O:25])[C:9]([N:13]2[CH2:16][CH:15]([C:17](O)=[O:18])[CH2:14]2)=[N:10][C:11]=1[CH3:12])=[O:5])[CH3:2].C1C=CC2N(O)N=NC=2C=1.[C:38]1([CH2:44][S:45]([NH2:48])(=[O:47])=[O:46])[CH:43]=[CH:42][CH:41]=[CH:40][CH:39]=1.CCN=C=NCCCN(C)C.CCN(C(C)C)C(C)C.OS([O-])(=O)=O.[K+], predict the reaction product. The product is: [CH2:44]([S:45]([NH:48][C:17]([CH:15]1[CH2:14][N:13]([C:9]2[C:8]([O:20][CH2:21][CH2:22][CH2:23][C:24]([O:26][CH3:27])=[O:25])=[CH:7][C:6]([C:4]([O:3][CH2:1][CH3:2])=[O:5])=[C:11]([CH3:12])[N:10]=2)[CH2:16]1)=[O:18])(=[O:47])=[O:46])[C:38]1[CH:43]=[CH:42][CH:41]=[CH:40][CH:39]=1.